Task: Predict the product of the given reaction.. Dataset: Forward reaction prediction with 1.9M reactions from USPTO patents (1976-2016) (1) Given the reactants [C:1]1([C:9]2[CH:14]=[CH:13][CH:12]=[CH:11][CH:10]=2)[CH:6]=[CH:5][C:4]([CH2:7][OH:8])=[CH:3][CH:2]=1.[N:15]([C:18]1[CH:27]=[CH:26][CH:25]=[CH:24][C:19]=1[C:20]([O:22][CH3:23])=[O:21])=[C:16]=[O:17].N, predict the reaction product. The product is: [C:1]1([C:9]2[CH:10]=[CH:11][CH:12]=[CH:13][CH:14]=2)[CH:2]=[CH:3][C:4]([CH2:7][O:8][C:16]([NH:15][C:18]2[CH:27]=[CH:26][CH:25]=[CH:24][C:19]=2[C:20]([O:22][CH3:23])=[O:21])=[O:17])=[CH:5][CH:6]=1. (2) Given the reactants [CH:1]([C:3]1[CH:12]=[C:11]([CH3:13])[CH:10]=[CH:9][C:4]=1[C:5]([O:7][CH3:8])=[O:6])=O.[N:14]1([C:20]([O:22][C:23]([CH3:26])([CH3:25])[CH3:24])=[O:21])[CH2:19][CH2:18][NH:17][CH2:16][CH2:15]1.C(O[BH-](OC(=O)C)OC(=O)C)(=O)C.[Na+], predict the reaction product. The product is: [CH3:8][O:7][C:5]([C:4]1[CH:9]=[CH:10][C:11]([CH3:13])=[CH:12][C:3]=1[CH2:1][N:17]1[CH2:16][CH2:15][N:14]([C:20]([O:22][C:23]([CH3:26])([CH3:25])[CH3:24])=[O:21])[CH2:19][CH2:18]1)=[O:6]. (3) The product is: [CH2:23]([O:22][C:20]([C:9]1[N:10]([S:11]([C:14]2[CH:19]=[CH:18][CH:17]=[CH:16][CH:15]=2)(=[O:13])=[O:12])[C:5]2[C:6](=[N:7][C:2]([N:25]([C:34]([O:36][C:37]([CH3:40])([CH3:39])[CH3:38])=[O:35])[NH:26][C:27]([O:29][C:30]([CH3:31])([CH3:32])[CH3:33])=[O:28])=[CH:3][CH:4]=2)[CH:8]=1)=[O:21])[CH3:24]. Given the reactants Cl[C:2]1[N:7]=[C:6]2[CH:8]=[C:9]([C:20]([O:22][CH2:23][CH3:24])=[O:21])[N:10]([S:11]([C:14]3[CH:19]=[CH:18][CH:17]=[CH:16][CH:15]=3)(=[O:13])=[O:12])[C:5]2=[CH:4][CH:3]=1.[NH:25]([C:34]([O:36][C:37]([CH3:40])([CH3:39])[CH3:38])=[O:35])[NH:26][C:27]([O:29][C:30]([CH3:33])([CH3:32])[CH3:31])=[O:28].C([O-])([O-])=O.[Cs+].[Cs+], predict the reaction product. (4) Given the reactants [OH:1][C@H:2]1[CH2:6][NH:5][C:4](=[O:7])[CH2:3]1.[CH3:8][C:9]([Si:12](Cl)([CH3:14])[CH3:13])([CH3:11])[CH3:10].N1C=CN=C1.O, predict the reaction product. The product is: [Si:12]([O:1][C@H:2]1[CH2:6][NH:5][C:4](=[O:7])[CH2:3]1)([C:9]([CH3:11])([CH3:10])[CH3:8])([CH3:14])[CH3:13]. (5) Given the reactants Br[C:2]1[CH:7]=[CH:6][C:5]([N:8]2[C:13](=[O:14])[C:12]([CH3:16])([CH3:15])[CH2:11][C:10]([C:17]3[CH:22]=[CH:21][C:20]([O:23][CH3:24])=[C:19]([O:25][CH3:26])[CH:18]=3)=[N:9]2)=[CH:4][CH:3]=1.[NH:27]1[CH2:32][CH2:31][O:30][CH2:29][CH2:28]1.[OH-].[K+].O.O=O, predict the reaction product. The product is: [CH3:26][O:25][C:19]1[CH:18]=[C:17]([C:10]2[CH2:11][C:12]([CH3:16])([CH3:15])[C:13](=[O:14])[N:8]([C:5]3[CH:6]=[CH:7][C:2]([N:27]4[CH2:32][CH2:31][O:30][CH2:29][CH2:28]4)=[CH:3][CH:4]=3)[N:9]=2)[CH:22]=[CH:21][C:20]=1[O:23][CH3:24].